From a dataset of Reaction yield outcomes from USPTO patents with 853,638 reactions. Predict the reaction yield, written as a fraction of the theoretical maximum amount of product (1.0 means a 100% yield; for example, 0.34 means a 34% yield). (1) The reactants are O[CH2:2][C:3]1[CH:12]=[N:11][C:10]2[N:9]3[CH2:13][CH2:14][CH2:15][CH2:16][C@H:8]3[C:7](=[O:17])[NH:6][C:5]=2[CH:4]=1.[I-].C(C[P+](C)(C)C)#N.C(N(C(C)C)C(C)C)C.[N:35]1([C:41]2[CH:51]=[CH:50][C:44]([C:45]([O:47][CH2:48][CH3:49])=[O:46])=[CH:43][N:42]=2)[CH2:40][CH2:39][NH:38][CH2:37][CH2:36]1. The catalyst is C(#N)CC.CCO.O. The product is [O:17]=[C:7]1[NH:6][C:5]2[CH:4]=[C:3]([CH2:2][N:38]3[CH2:39][CH2:40][N:35]([C:41]4[CH:51]=[CH:50][C:44]([C:45]([O:47][CH2:48][CH3:49])=[O:46])=[CH:43][N:42]=4)[CH2:36][CH2:37]3)[CH:12]=[N:11][C:10]=2[N:9]2[CH2:13][CH2:14][CH2:15][CH2:16][C@@H:8]12. The yield is 0.890. (2) The reactants are [CH:1]([N:14]1[CH2:17][CH:16]([OH:18])[CH2:15]1)([C:8]1[CH:13]=[CH:12][CH:11]=[CH:10][CH:9]=1)[C:2]1[CH:7]=[CH:6][CH:5]=[CH:4][CH:3]=1.C(N(CC)CC)C.[CH3:26][S:27](Cl)(=[O:29])=[O:28].O. The catalyst is C(Cl)Cl. The product is [CH3:26][S:27]([O:18][CH:16]1[CH2:17][N:14]([CH:1]([C:8]2[CH:13]=[CH:12][CH:11]=[CH:10][CH:9]=2)[C:2]2[CH:3]=[CH:4][CH:5]=[CH:6][CH:7]=2)[CH2:15]1)(=[O:29])=[O:28]. The yield is 1.00. (3) The reactants are [Cl:1][S:2]([OH:5])(=O)=[O:3].[CH3:6][C:7]1[S:8][C:9]2[CH:15]=[CH:14][CH:13]=[CH:12][C:10]=2[N:11]=1. No catalyst specified. The product is [CH3:6][C:7]1[S:8][C:9]2[CH:15]=[C:14]([S:2]([Cl:1])(=[O:5])=[O:3])[CH:13]=[CH:12][C:10]=2[N:11]=1. The yield is 0.670. (4) The reactants are [F:1][C:2]1[CH:7]=[CH:6][C:5]([CH2:8][CH2:9][CH2:10][NH:11][C@H:12]2[CH2:17][CH2:16][C@H:15]([C:18]3[CH:27]=[CH:26][C:21]4[NH:22][C:23](=[O:25])[O:24][C:20]=4[CH:19]=3)[CH2:14][CH2:13]2)=[CH:4][CH:3]=1.[OH-].[Na+].Cl.F[C:56]1[CH:51]=CC(CCCN[C@H]2CC[C@H]([C:48]3[CH:57]=[CH:56][C:51]4NC(=O)OC=4C=3)CC2)=[CH:48][CH:57]=1.C1(C=O)CC1.[BH-](OC(C)=O)(OC(C)=O)OC(C)=O.[Na+]. The catalyst is C1COCC1.CO. The product is [CH:57]1([CH2:48][N:11]([CH2:10][CH2:9][CH2:8][C:5]2[CH:6]=[CH:7][C:2]([F:1])=[CH:3][CH:4]=2)[C@H:12]2[CH2:17][CH2:16][C@H:15]([C:18]3[CH:27]=[CH:26][C:21]4[NH:22][C:23](=[O:25])[O:24][C:20]=4[CH:19]=3)[CH2:14][CH2:13]2)[CH2:51][CH2:56]1. The yield is 0.760. (5) The catalyst is C1COCC1. The yield is 0.350. The reactants are [N:1]1([C:7]([C:9]2[S:10][C:11]([NH2:14])=[CH:12][N:13]=2)=O)[CH2:6][CH2:5][O:4][CH2:3][CH2:2]1.B. The product is [N:1]1([CH2:7][C:9]2[S:10][C:11]([NH2:14])=[CH:12][N:13]=2)[CH2:6][CH2:5][O:4][CH2:3][CH2:2]1.